Dataset: Catalyst prediction with 721,799 reactions and 888 catalyst types from USPTO. Task: Predict which catalyst facilitates the given reaction. (1) Reactant: [NH2:1][CH2:2][C@H:3]([NH:11][C:12]1[N:17]=[C:16]([N:18]([CH3:31])[C:19]2[CH:24]=[CH:23][N:22]=[C:21]([C:25]3[CH:30]=[CH:29][CH:28]=[CH:27][CH:26]=3)[N:20]=2)[CH:15]=[CH:14][N:13]=1)[CH2:4][C:5]1[CH:10]=[CH:9][CH:8]=[CH:7][CH:6]=1.[CH3:32][C:33]([CH3:35])=O.C(O[BH-](OC(=O)C)OC(=O)C)(=O)C.[Na+]. Product: [CH:33]([NH:1][CH2:2][C@H:3]([NH:11][C:12]1[N:17]=[C:16]([N:18]([CH3:31])[C:19]2[CH:24]=[CH:23][N:22]=[C:21]([C:25]3[CH:30]=[CH:29][CH:28]=[CH:27][CH:26]=3)[N:20]=2)[CH:15]=[CH:14][N:13]=1)[CH2:4][C:5]1[CH:10]=[CH:9][CH:8]=[CH:7][CH:6]=1)([CH3:35])[CH3:32]. The catalyst class is: 478. (2) Reactant: [F:1][C:2]1[CH:7]=[CH:6][C:5]([CH:8]2[N:13]3[N:14]=[C:15]([N:17](C(OC(C)(C)C)=O)C(OC(C)(C)C)=O)[N:16]=[C:12]3[CH2:11][N:10]([S:32]([CH3:35])(=[O:34])=[O:33])[CH2:9]2)=[CH:4][CH:3]=1.C(O)(C(F)(F)F)=O. Product: [F:1][C:2]1[CH:7]=[CH:6][C:5]([CH:8]2[N:13]3[N:14]=[C:15]([NH2:17])[N:16]=[C:12]3[CH2:11][N:10]([S:32]([CH3:35])(=[O:34])=[O:33])[CH2:9]2)=[CH:4][CH:3]=1. The catalyst class is: 2. (3) Reactant: C([NH:9][C:10]([NH:12][C:13]1[CH:18]=[C:17]([N:19]2[CH2:24][CH2:23][O:22][CH2:21][CH2:20]2)[CH:16]=[CH:15][C:14]=1[O:25][CH3:26])=[S:11])(=O)C1C=CC=CC=1.C[O-].[Na+]. Product: [CH3:26][O:25][C:14]1[CH:15]=[CH:16][C:17]([N:19]2[CH2:24][CH2:23][O:22][CH2:21][CH2:20]2)=[CH:18][C:13]=1[NH:12][C:10]([NH2:9])=[S:11]. The catalyst class is: 5. (4) Reactant: [OH-].[K+].[N:3]1[C:7]2[CH:8]=[CH:9][CH:10]=[CH:11][C:6]=2[NH:5][CH:4]=1.[CH3:12][O:13][CH2:14][CH2:15]Cl. Product: [CH3:12][O:13][CH2:14][CH2:15][N:3]1[C:7]2[CH:8]=[CH:9][CH:10]=[CH:11][C:6]=2[N:5]=[CH:4]1. The catalyst class is: 10. (5) Reactant: [CH3:1][C:2]1[CH:3]=[C:4]([S:16][CH:17]([C:29]2[S:33][C:32]([C:34]3[CH:39]=[CH:38][C:37]([C:40]([F:43])([F:42])[F:41])=[CH:36][CH:35]=3)=[N:31][C:30]=2[CH3:44])[CH2:18][CH2:19][CH2:20][CH2:21][CH2:22][C:23]2[CH:28]=[CH:27][CH:26]=[CH:25][CH:24]=2)[CH:5]=[CH:6][C:7]=1[O:8][Si](C(C)(C)C)(C)C.[F-].C([N+](CCCC)(CCCC)CCCC)CCC. Product: [F:43][C:40]([F:41])([F:42])[C:37]1[CH:38]=[CH:39][C:34]([C:32]2[S:33][C:29]([CH:17]([S:16][C:4]3[CH:5]=[CH:6][C:7]([OH:8])=[C:2]([CH3:1])[CH:3]=3)[CH2:18][CH2:19][CH2:20][CH2:21][CH2:22][C:23]3[CH:28]=[CH:27][CH:26]=[CH:25][CH:24]=3)=[C:30]([CH3:44])[N:31]=2)=[CH:35][CH:36]=1. The catalyst class is: 7. (6) Reactant: C1(S([N:10]2[C:18]3[C:13](=[CH:14][CH:15]=[C:16]([F:19])[CH:17]=3)[C:12]([C:20]3[CH:21]=[C:22]4[C:26](=[CH:27][CH:28]=3)[NH:25][C:24](=[O:29])[CH2:23]4)=[CH:11]2)(=O)=O)C=CC=CC=1.[NH4+].[Cl-]. Product: [F:19][C:16]1[CH:17]=[C:18]2[C:13]([C:12]([C:20]3[CH:21]=[C:22]4[C:26](=[CH:27][CH:28]=3)[NH:25][C:24](=[O:29])[CH2:23]4)=[CH:11][NH:10]2)=[CH:14][CH:15]=1. The catalyst class is: 5. (7) Reactant: [Cl:1][C:2]1[CH:3]=[C:4]([CH:7]=[C:8]([Cl:10])[CH:9]=1)[CH:5]=O.[CH2:11]([O:13][CH:14]([O:17][CH2:18][CH3:19])[CH2:15][NH2:16])[CH3:12]. Product: [Cl:1][C:2]1[CH:3]=[C:4]([CH:7]=[C:8]([Cl:10])[CH:9]=1)[CH:5]=[N:16][CH2:15][CH:14]([O:17][CH2:18][CH3:19])[O:13][CH2:11][CH3:12]. The catalyst class is: 11. (8) Reactant: [OH-].[Na+].[C:3]([C:5]1[CH:6]=[C:7]([C:15]2[O:19][N:18]=[C:17]([C:20]3[CH:21]=[C:22]([F:36])[CH:23]=[C:24]4[C:28]=3[NH:27][CH:26]=[C:25]4[CH2:29][CH2:30][C:31]([O:33]CC)=[O:32])[N:16]=2)[CH:8]=[CH:9][C:10]=1[O:11][CH:12]([CH3:14])[CH3:13])#[N:4].Cl. Product: [C:3]([C:5]1[CH:6]=[C:7]([C:15]2[O:19][N:18]=[C:17]([C:20]3[CH:21]=[C:22]([F:36])[CH:23]=[C:24]4[C:28]=3[NH:27][CH:26]=[C:25]4[CH2:29][CH2:30][C:31]([OH:33])=[O:32])[N:16]=2)[CH:8]=[CH:9][C:10]=1[O:11][CH:12]([CH3:14])[CH3:13])#[N:4]. The catalyst class is: 20. (9) Reactant: C[O:2][C:3]1[CH:4]=[CH:5][C:6]2[S:10][C:9]([C:11]([O:13][CH2:14][CH3:15])=[O:12])=[CH:8][C:7]=2[CH:16]=1.C(Cl)Cl.B(Br)(Br)Br. Product: [OH:2][C:3]1[CH:4]=[CH:5][C:6]2[S:10][C:9]([C:11]([O:13][CH2:14][CH3:15])=[O:12])=[CH:8][C:7]=2[CH:16]=1. The catalyst class is: 2. (10) Reactant: [H-].[Na+].[CH3:3][C:4]1([CH3:16])[C:8]([CH3:10])([CH3:9])[O:7][B:6]([C:11]2[CH:12]=[N:13][NH:14][CH:15]=2)[O:5]1.[C:17]([O:21][C:22]([N:24]1[CH2:27][CH:26](OS(C)(=O)=O)[CH2:25]1)=[O:23])([CH3:20])([CH3:19])[CH3:18]. Product: [C:17]([O:21][C:22]([N:24]1[CH2:27][CH:26]([N:14]2[CH:15]=[C:11]([B:6]3[O:7][C:8]([CH3:9])([CH3:10])[C:4]([CH3:16])([CH3:3])[O:5]3)[CH:12]=[N:13]2)[CH2:25]1)=[O:23])([CH3:20])([CH3:18])[CH3:19]. The catalyst class is: 3.